This data is from Forward reaction prediction with 1.9M reactions from USPTO patents (1976-2016). The task is: Predict the product of the given reaction. (1) Given the reactants [Br:1][C:2]1[CH:3]=[C:4]([NH:8][C:9]([C:11]2[S:12][C:13]([S:19][C:20]3[CH:25]=[CH:24][C:23]([NH2:26])=[CH:22][CH:21]=3)=[C:14]([N+:16]([O-])=O)[CH:15]=2)=[O:10])[CH:5]=[CH:6][CH:7]=1.N1C=CC=CC=1.Cl[C:34]([O:36][CH2:37][C:38]([Cl:41])([Cl:40])[Cl:39])=[O:35], predict the reaction product. The product is: [Cl:39][C:38]([Cl:41])([Cl:40])[CH2:37][O:36][C:34](=[O:35])[NH:26][C:23]1[CH:24]=[CH:25][C:20]([S:19][C:13]2[S:12][C:11]([C:9](=[O:10])[NH:8][C:4]3[CH:5]=[CH:6][CH:7]=[C:2]([Br:1])[CH:3]=3)=[CH:15][C:14]=2[NH2:16])=[CH:21][CH:22]=1. (2) The product is: [CH3:27][O:26][C:22]1[CH:21]=[C:20]([C:17]23[CH2:16][CH:15]([NH:28][C:41]([C:36]4([C:30]5[CH:35]=[CH:34][CH:33]=[CH:32][CH:31]=5)[CH2:40][CH2:39][CH2:38][CH2:37]4)=[O:42])[CH2:14][CH2:13][C:12]2([CH3:29])[CH2:11][N:10]([CH2:9][CH2:8][CH2:7][C:1]2[CH:6]=[CH:5][CH:4]=[CH:3][CH:2]=2)[CH2:19][CH2:18]3)[CH:25]=[CH:24][CH:23]=1. Given the reactants [C:1]1([CH2:7][CH2:8][CH2:9][N:10]2[CH2:19][CH2:18][C:17]3([C:20]4[CH:25]=[CH:24][CH:23]=[C:22]([O:26][CH3:27])[CH:21]=4)[C:12]([CH3:29])([CH2:13][CH2:14][CH:15]([NH2:28])[CH2:16]3)[CH2:11]2)[CH:6]=[CH:5][CH:4]=[CH:3][CH:2]=1.[C:30]1([C:36]2([C:41](O)=[O:42])[CH2:40][CH2:39][CH2:38][CH2:37]2)[CH:35]=[CH:34][CH:33]=[CH:32][CH:31]=1.C(N(CC)CC)C.CN([P+](ON1N=NC2C=CC=CC1=2)(N(C)C)N(C)C)C.F[P-](F)(F)(F)(F)F, predict the reaction product. (3) The product is: [CH:5]([C:4]1[CH:7]=[CH:8][C:9]([O:10][CH3:11])=[C:2]([CH:3]=1)[O:1][C:13]1[CH:14]=[C:15]([CH:18]=[CH:19][CH:20]=1)[C:16]#[N:17])=[O:6]. Given the reactants [OH:1][C:2]1[CH:3]=[C:4]([CH:7]=[CH:8][C:9]=1[O:10][CH3:11])[CH:5]=[O:6].I[C:13]1[CH:14]=[C:15]([CH:18]=[CH:19][CH:20]=1)[C:16]#[N:17].C(=O)([O-])[O-].[Cs+].[Cs+].CN(C)CC(O)=O, predict the reaction product. (4) Given the reactants C(=O)([O-])[O-].[Na+].[Na+].[CH3:7][O:8][C:9]1[CH:10]=[C:11]2[C:16](=[C:17]3[CH2:21][C:20]([CH3:23])([CH3:22])[O:19][C:18]=13)[C:15]([C:24]1[CH:25]=[C:26]([C:30]3[CH:35]=[CH:34][C:33]([NH2:36])=[CH:32][CH:31]=3)[CH:27]=[CH:28][CH:29]=1)=[N:14][C:13]([CH3:38])([CH3:37])[CH2:12]2.Cl[C:40]([O:42][CH3:43])=[O:41], predict the reaction product. The product is: [CH3:43][O:42][C:40](=[O:41])[NH:36][C:33]1[CH:32]=[CH:31][C:30]([C:26]2[CH:27]=[CH:28][CH:29]=[C:24]([C:15]3[C:16]4[C:11](=[CH:10][C:9]([O:8][CH3:7])=[C:18]5[O:19][C:20]([CH3:23])([CH3:22])[CH2:21][C:17]5=4)[CH2:12][C:13]([CH3:38])([CH3:37])[N:14]=3)[CH:25]=2)=[CH:35][CH:34]=1. (5) Given the reactants [NH2:1][CH:2]1[CH2:6][NH:5][C:4](=[O:7])[CH2:3]1.I[C:9]1[CH:10]=[N:11][N:12]2[CH2:17][C@H:16]([CH3:18])[N:15]([C:19]([O:21][C:22]([CH3:25])([CH3:24])[CH3:23])=[O:20])[CH2:14][C:13]=12.P([O-])([O-])([O-])=O.[K+].[K+].[K+].CN[C@@H]1CCCC[C@H]1NC, predict the reaction product. The product is: [NH2:1][CH:2]1[CH2:6][N:5]([C:9]2[CH:10]=[N:11][N:12]3[CH2:17][C@H:16]([CH3:18])[N:15]([C:19]([O:21][C:22]([CH3:23])([CH3:25])[CH3:24])=[O:20])[CH2:14][C:13]=23)[C:4](=[O:7])[CH2:3]1.